This data is from Full USPTO retrosynthesis dataset with 1.9M reactions from patents (1976-2016). The task is: Predict the reactants needed to synthesize the given product. (1) Given the product [CH3:20][C:7]1[C:8]([C:14]2[CH:15]=[CH:16][CH:17]=[CH:18][CH:19]=2)=[C:9]([O:13][C:24]2[CH:31]=[CH:30][C:27]([CH:28]=[O:29])=[CH:26][C:25]=2[C:32]([F:33])([F:35])[F:34])[C:10]2[C:5]([CH:6]=1)=[CH:4][C:3]([O:2][CH3:1])=[CH:12][CH:11]=2, predict the reactants needed to synthesize it. The reactants are: [CH3:1][O:2][C:3]1[CH:4]=[C:5]2[C:10](=[CH:11][CH:12]=1)[C:9]([OH:13])=[C:8]([C:14]1[CH:19]=[CH:18][CH:17]=[CH:16][CH:15]=1)[C:7]([CH3:20])=[CH:6]2.[H-].[Na+].F[C:24]1[CH:31]=[CH:30][C:27]([CH:28]=[O:29])=[CH:26][C:25]=1[C:32]([F:35])([F:34])[F:33]. (2) Given the product [CH3:1][C:2]1[C:6]2[CH:7]=[C:8]([N+:12]([O-:14])=[O:13])[CH:9]=[C:10]([CH3:11])[C:5]=2[O:4][N:3]=1, predict the reactants needed to synthesize it. The reactants are: [CH3:1][C:2]1[C:6]2[CH:7]=[CH:8][CH:9]=[C:10]([CH3:11])[C:5]=2[O:4][N:3]=1.[N+:12]([O-])([OH:14])=[O:13]. (3) Given the product [O:28]=[C:26]1[NH:25][C:24](=[O:29])[CH:23]([CH2:22][C:21]2[CH:30]=[CH:31][C:18]([O:17][CH2:16][C:14]3[N:13]([CH3:32])[C:12]4[CH:33]=[C:8]([O:7][C:6]5[CH:5]=[C:4]([NH:3][C:46]([NH:45][C:41]6[CH:42]=[CH:43][CH:44]=[C:39]([C:38]([F:37])([F:48])[F:49])[CH:40]=6)=[O:47])[CH:36]=[CH:35][CH:34]=5)[CH:9]=[CH:10][C:11]=4[N:15]=3)=[CH:19][CH:20]=2)[S:27]1, predict the reactants needed to synthesize it. The reactants are: Cl.Cl.[NH2:3][C:4]1[CH:5]=[C:6]([CH:34]=[CH:35][CH:36]=1)[O:7][C:8]1[CH:9]=[CH:10][C:11]2[N:15]=[C:14]([CH2:16][O:17][C:18]3[CH:31]=[CH:30][C:21]([CH2:22][CH:23]4[S:27][C:26](=[O:28])[NH:25][C:24]4=[O:29])=[CH:20][CH:19]=3)[N:13]([CH3:32])[C:12]=2[CH:33]=1.[F:37][C:38]([F:49])([F:48])[C:39]1[CH:44]=[CH:43][CH:42]=[C:41]([N:45]=[C:46]=[O:47])[CH:40]=1.C(N(CC)CC)C. (4) The reactants are: [N:1]1OC([O-])=[C:4]2[CH2:9][CH2:8][CH2:7][CH2:6][N+:5]=12.[F:11][C:12]1[CH:17]=[CH:16][C:15]([C:18]#[C:19][C:20]2[CH:25]=[CH:24][N:23]=[CH:22][CH:21]=2)=[CH:14][CH:13]=1. Given the product [F:11][C:12]1[CH:13]=[CH:14][C:15]([C:18]2[C:19]([C:20]3[CH:21]=[CH:22][N:23]=[CH:24][CH:25]=3)=[C:4]3[CH2:9][CH2:8][CH2:7][CH2:6][N:5]3[N:1]=2)=[CH:16][CH:17]=1, predict the reactants needed to synthesize it.